From a dataset of Reaction yield outcomes from USPTO patents with 853,638 reactions. Predict the reaction yield, written as a fraction of the theoretical maximum amount of product (1.0 means a 100% yield; for example, 0.34 means a 34% yield). (1) The reactants are [C:18]1(P([C:14]2[CH:19]=[CH:18][CH:17]=CC=2)[C:18]2[CH:17]=CC=[CH:14][CH:19]=2)[CH:17]=CC=[CH:14][CH:19]=1.[NH2:20][C:21]1[CH:22]=[C:23]([OH:26])[NH:24][N:25]=1.C1(CO)CC1.N(C(OC(C)C)=O)=NC(OC(C)C)=O. The catalyst is C1COCC1.CN(C=O)C. The product is [CH:18]1([CH2:17][O:26][C:23]2[NH:24][N:25]=[C:21]([NH2:20])[CH:22]=2)[CH2:19][CH2:14]1. The yield is 0.150. (2) The reactants are [F:1][C:2]1[CH:7]=[CH:6][CH:5]=[C:4]([F:8])[C:3]=1[N:9]1[C:14]2[N:15]=[C:16]([N:29]3[CH2:34][CH2:33][CH:32]([N:35]4[CH2:40][CH2:39][CH:38]([CH3:41])[CH2:37][CH2:36]4)[CH2:31][CH2:30]3)[N:17]=[C:18]([C:19]3[CH:20]=[C:21]([CH:25]=[CH:26][C:27]=3[CH3:28])[C:22](O)=[O:23])[C:13]=2[CH:12]=[CH:11][C:10]1=[O:42].CN(C(ON1N=NC2C=CC=CC1=2)=[N+](C)C)C.F[P-](F)(F)(F)(F)F.C(N(CC)CC)C.[CH3:74][C:75]([CH3:79])([CH3:78])[CH2:76][NH2:77]. The catalyst is CN(C=O)C. The product is [F:1][C:2]1[CH:7]=[CH:6][CH:5]=[C:4]([F:8])[C:3]=1[N:9]1[C:14]2[N:15]=[C:16]([N:29]3[CH2:30][CH2:31][CH:32]([N:35]4[CH2:36][CH2:37][CH:38]([CH3:41])[CH2:39][CH2:40]4)[CH2:33][CH2:34]3)[N:17]=[C:18]([C:19]3[CH:20]=[C:21]([CH:25]=[CH:26][C:27]=3[CH3:28])[C:22]([NH:77][CH2:76][C:75]([CH3:79])([CH3:78])[CH3:74])=[O:23])[C:13]=2[CH:12]=[CH:11][C:10]1=[O:42]. The yield is 0.500.